Dataset: Reaction yield outcomes from USPTO patents with 853,638 reactions. Task: Predict the reaction yield, written as a fraction of the theoretical maximum amount of product (1.0 means a 100% yield; for example, 0.34 means a 34% yield). (1) The reactants are [F:1][C:2]1[CH:7]=[CH:6][C:5]([F:8])=[CH:4][C:3]=1[CH:9]1[CH2:13][CH2:12][CH2:11][N:10]1[C:14]1[CH:15]=[CH:16][C:17]2[N:18]([C:20]([C:23]([OH:25])=O)=[CH:21][N:22]=2)[CH:19]=1.CN(C(ON1N=NC2C=CC=NC1=2)=[N+](C)C)C.F[P-](F)(F)(F)(F)F.CCN(C(C)C)C(C)C.[F:59][C:60]1[CH:66]=[CH:65][C:63]([NH2:64])=[CH:62][CH:61]=1. The catalyst is CN(C=O)C. The product is [F:1][C:2]1[CH:7]=[CH:6][C:5]([F:8])=[CH:4][C:3]=1[CH:9]1[CH2:13][CH2:12][CH2:11][N:10]1[C:14]1[CH:15]=[CH:16][C:17]2[N:18]([C:20]([C:23]([NH:64][C:63]3[CH:65]=[CH:66][C:60]([F:59])=[CH:61][CH:62]=3)=[O:25])=[CH:21][N:22]=2)[CH:19]=1. The yield is 0.0970. (2) The reactants are [CH3:1][NH:2][C:3]1[S:4][C:5]([CH2:14][CH2:15][C:16]([O:18][CH3:19])=[O:17])=[C:6]([C:8]2[CH:13]=[CH:12][CH:11]=[CH:10][CH:9]=2)[N:7]=1.[H-].[Na+].Cl[CH2:23][C:24]1[CH:43]=[CH:42][C:27]([O:28][CH2:29][C:30]2[N:31]=[C:32]([C:36]3[CH:41]=[CH:40][CH:39]=[CH:38][CH:37]=3)[O:33][C:34]=2[CH3:35])=[CH:26][CH:25]=1.Cl. The catalyst is CN(C)C=O. The product is [CH3:1][N:2]([C:3]1[S:4][C:5]([CH2:14][CH2:15][C:16]([O:18][CH3:19])=[O:17])=[C:6]([C:8]2[CH:13]=[CH:12][CH:11]=[CH:10][CH:9]=2)[N:7]=1)[CH2:23][C:24]1[CH:25]=[CH:26][C:27]([O:28][CH2:29][C:30]2[N:31]=[C:32]([C:36]3[CH:41]=[CH:40][CH:39]=[CH:38][CH:37]=3)[O:33][C:34]=2[CH3:35])=[CH:42][CH:43]=1. The yield is 0.720.